From a dataset of Reaction yield outcomes from USPTO patents with 853,638 reactions. Predict the reaction yield, written as a fraction of the theoretical maximum amount of product (1.0 means a 100% yield; for example, 0.34 means a 34% yield). (1) The reactants are Br[C:2]1[CH:3]=[C:4]2[C:8](=[C:9]([C:11]([NH2:13])=[O:12])[CH:10]=1)[NH:7][CH:6]=[C:5]2[CH:14]1[CH2:19][CH2:18][CH2:17][S:16](=[O:21])(=[O:20])[CH2:15]1.F[C:23]1[CH:28]=[CH:27][C:26](B(O)O)=[CH:25][CH:24]=1.C(=O)([O-])[O-].[K+].[K+]. The catalyst is O1CCOCC1.O.C1C=CC(P(C2C=CC=CC=2)[C-]2C=CC=C2)=CC=1.C1C=CC(P(C2C=CC=CC=2)[C-]2C=CC=C2)=CC=1.Cl[Pd]Cl.[Fe+2]. The product is [O:20]=[S:16]1(=[O:21])[CH2:17][CH2:18][CH2:19][CH:14]([C:5]2[C:4]3[C:8](=[C:9]([C:11]([NH2:13])=[O:12])[CH:10]=[C:2]([C:23]4[CH:28]=[CH:27][CH:26]=[CH:25][CH:24]=4)[CH:3]=3)[NH:7][CH:6]=2)[CH2:15]1. The yield is 0.300. (2) The reactants are C[Si](C)(C)[N:3]1[CH:6]([C:7]2[CH:12]=[CH:11][CH:10]=[CH:9][CH:8]=2)[CH:5]([O:13][Si:14]([CH3:17])([CH3:16])[CH3:15])[C:4]1=[O:18].C(N(CC)CC)C.CO. No catalyst specified. The product is [CH3:15][Si:14]([CH3:17])([CH3:16])[O:13][C@H:5]1[C@@H:6]([C:7]2[CH:12]=[CH:11][CH:10]=[CH:9][CH:8]=2)[NH:3][C:4]1=[O:18]. The yield is 0.870. (3) The reactants are [CH:1]1([N:7]([CH2:25][CH:26]2[CH2:28][CH2:27]2)[C:8]2[N:13]=[CH:12][N:11]=[C:10]([C:14]([NH:16][C:17]3[CH:22]=[CH:21][C:20]([CH:23]=O)=[CH:19][CH:18]=3)=[O:15])[CH:9]=2)[CH2:6][CH2:5][CH2:4][CH2:3][CH2:2]1.Cl.[C:30]([O:34][C:35](=[O:38])[CH2:36][NH2:37])([CH3:33])([CH3:32])[CH3:31].C(N(CC)CC)C.C(O[BH-](OC(=O)C)OC(=O)C)(=O)C.[Na+].C(O)(=O)C. The catalyst is C(Cl)Cl. The product is [CH:1]1([N:7]([CH2:25][CH:26]2[CH2:27][CH2:28]2)[C:8]2[N:13]=[CH:12][N:11]=[C:10]([C:14]([NH:16][C:17]3[CH:18]=[CH:19][C:20]([CH2:23][NH:37][CH2:36][C:35]([O:34][C:30]([CH3:33])([CH3:32])[CH3:31])=[O:38])=[CH:21][CH:22]=3)=[O:15])[CH:9]=2)[CH2:6][CH2:5][CH2:4][CH2:3][CH2:2]1. The yield is 0.700. (4) The reactants are C([O:8][C:9]1[C:14]([CH3:15])=[CH:13][C:12]([C:16]2[N:17]=[CH:18][C:19]3[C:24]([CH:25]=2)=[CH:23][C:22]([O:26][CH3:27])=[CH:21][C:20]=3[O:28][CH3:29])=[CH:11][C:10]=1[CH3:30])C1C=CC=CC=1. The catalyst is [Pd].CO.C(OCC)(=O)C. The product is [CH3:27][O:26][C:22]1[CH:23]=[C:24]2[C:19](=[C:20]([O:28][CH3:29])[CH:21]=1)[CH:18]=[N:17][C:16]([C:12]1[CH:13]=[C:14]([CH3:15])[C:9]([OH:8])=[C:10]([CH3:30])[CH:11]=1)=[CH:25]2. The yield is 0.970. (5) The reactants are [OH:1][CH2:2][CH2:3][S:4]([C:7]1[CH:8]=[C:9]([N+:13]([O-:15])=[O:14])[CH:10]=[CH:11][CH:12]=1)(=[O:6])=[O:5].[Si:16](Cl)([C:19]([CH3:22])([CH3:21])[CH3:20])([CH3:18])[CH3:17]. The catalyst is ClCCl.CN(C)C1C=CN=CC=1. The product is [Si:16]([O:1][CH2:2][CH2:3][S:4]([C:7]1[CH:8]=[C:9]([N+:13]([O-:15])=[O:14])[CH:10]=[CH:11][CH:12]=1)(=[O:6])=[O:5])([C:19]([CH3:22])([CH3:21])[CH3:20])([CH3:18])[CH3:17]. The yield is 0.890. (6) The reactants are C([O:4][C:5]1[CH:6]=[C:7]2[C:12](=[CH:13][C:14]=1[O:15][CH3:16])[N:11]=[CH:10][N:9]=[C:8]2[Cl:17])(=O)C. The catalyst is N. The product is [Cl:17][C:8]1[C:7]2[C:12](=[CH:13][C:14]([O:15][CH3:16])=[C:5]([OH:4])[CH:6]=2)[N:11]=[CH:10][N:9]=1. The yield is 0.678.